Task: Predict which catalyst facilitates the given reaction.. Dataset: Catalyst prediction with 721,799 reactions and 888 catalyst types from USPTO (1) Reactant: [CH3:1][C:2]([C@H:5]([C:37]1[CH:42]=[CH:41][CH:40]=[CH:39][CH:38]=1)[CH2:6][N:7]([CH2:11][C:12]1[CH:17]=[C:16]([O:18][CH3:19])[CH:15]=[CH:14][C:13]=1[CH2:20][CH2:21][C:22](=[O:36])[N:23]1[CH:27]([CH2:28][C:29]2[CH:34]=[CH:33][CH:32]=[CH:31][CH:30]=2)[CH2:26][O:25][C:24]1=[O:35])[C:8](=[O:10])[O-:9])([CH3:4])[CH3:3].Br[CH2:44][C:45]([O:47][CH3:48])=[O:46].O. Product: [OH:18][C:16]1[CH:15]=[CH:14][C:13]2[CH2:20][C@@H:21]([CH2:44][C:45]([O:47][CH3:48])=[O:46])[C:22](=[O:36])[N:23]([CH2:27][CH2:28][C:29]3[CH:30]=[CH:31][CH:32]=[CH:33][CH:34]=3)[CH2:24][C:12]=2[CH:17]=1.[CH3:4][C:2]([C@H:5]([C:37]1[CH:42]=[CH:41][CH:40]=[CH:39][CH:38]=1)[CH2:6][N:7]([CH2:11][C:12]1[CH:17]=[C:16]([O:18][CH3:19])[CH:15]=[CH:14][C:13]=1[CH2:20][CH2:21][C:22](=[O:36])[N:23]1[CH:27]([CH2:28][C:29]2[CH:34]=[CH:33][CH:32]=[CH:31][CH:30]=2)[CH2:26][O:25][C:24]1=[O:35])[C:8](=[O:9])[O-:10])([CH3:1])[CH3:3]. The catalyst class is: 1. (2) Reactant: S1C(N)=CC=C1.[CH3:7][C:8]1[C:9]2[CH:16]=[C:15]([N+:17]([O-])=O)[CH:14]=[CH:13][C:10]=2[S:11][CH:12]=1. Product: [CH3:7][C:8]1[C:9]2[CH:16]=[C:15]([NH2:17])[CH:14]=[CH:13][C:10]=2[S:11][CH:12]=1. The catalyst class is: 19. (3) Reactant: [Na].[NH2:2][C:3]1[S:4][C:5]2[C:10]([NH:11][C@H:12]([CH3:15])[CH2:13][OH:14])=[N:9][C:8]([S:16]CC3C=CC=CC=3)=[N:7][C:6]=2[N:24]=1.[Cl-].[NH4+]. Product: [NH2:2][C:3]1[S:4][C:5]2[C:10]([NH:11][C@H:12]([CH3:15])[CH2:13][OH:14])=[N:9][C:8]([SH:16])=[N:7][C:6]=2[N:24]=1. The catalyst class is: 328. (4) Reactant: C(N(C(C)C)CC)(C)C.Cl.C(N=C=NCCCN(C)C)C.[CH3:22][O:23][C:24]1[CH:25]=[C:26]([CH:30]=[CH:31][C:32]=1[N:33]1[CH:37]=[C:36]([CH3:38])[N:35]=[CH:34]1)[C:27]([OH:29])=O.[C:39]([O:43][CH2:44][C:45]1[CH:50]=[CH:49][CH:48]=[CH:47][CH:46]=1)(=[O:42])[NH:40][NH2:41].C1C=CC2N(O)N=NC=2C=1.C(=O)(O)[O-].[Na+]. Product: [CH3:22][O:23][C:24]1[CH:25]=[C:26]([CH:30]=[CH:31][C:32]=1[N:33]1[CH:37]=[C:36]([CH3:38])[N:35]=[CH:34]1)[C:27]([NH:41][NH:40][C:39]([O:43][CH2:44][C:45]1[CH:50]=[CH:49][CH:48]=[CH:47][CH:46]=1)=[O:42])=[O:29]. The catalyst class is: 39.